Dataset: Reaction yield outcomes from USPTO patents with 853,638 reactions. Task: Predict the reaction yield, written as a fraction of the theoretical maximum amount of product (1.0 means a 100% yield; for example, 0.34 means a 34% yield). (1) The reactants are C(OC([N:8]1[CH2:23][CH2:22][C@H:11]2[NH:12][C:13]3[C:18]([C@H:10]2[CH2:9]1)=[CH:17][CH:16]=[CH:15][C:14]=3[C:19]([OH:21])=[O:20])=O)(C)(C)C.Cl.[Cl:25]CCN.C(N(CC)C(C)C)(C)C.C1(N=C=NC2CCCCC2)CCCCC1. The catalyst is C(#N)C.C(OCC)C. The product is [ClH:25].[CH2:9]1[C:10]2[C:18]3[C:13](=[C:14]([C:19]([OH:21])=[O:20])[CH:15]=[CH:16][CH:17]=3)[NH:12][C:11]=2[CH2:22][CH2:23][NH:8]1. The yield is 0.450. (2) The product is [C:1]([NH:8][S:9]([C:12]1([C:15]#[CH:17])[CH2:14][CH2:13]1)(=[O:11])=[O:10])([O:3][C:4]([CH3:7])([CH3:6])[CH3:5])=[O:2]. The reactants are [C:1]([NH:8][S:9]([C:12]1([CH:15]=O)[CH2:14][CH2:13]1)(=[O:11])=[O:10])([O:3][C:4]([CH3:7])([CH3:6])[CH3:5])=[O:2].[C:17]([O-])([O-])=O.[K+].[K+].C/C(/[O-])=C(/P(OC)(OC)=O)\[N+]#N. The yield is 0.850. The catalyst is CO. (3) The yield is 0.940. The reactants are Br[C:2]1[O:6][C:5]([C:7]2[CH:8]=[CH:9][C:10]([O:15][CH:16]([CH3:18])[CH3:17])=[C:11]([CH:14]=2)[C:12]#[N:13])=[N:4][CH:3]=1.[C:19]([Si:23]([CH3:44])([CH3:43])[O:24][CH:25]1[C:33]2[C:28](=[C:29](B3OC(C)(C)C(C)(C)O3)[CH:30]=[CH:31][CH:32]=2)[CH2:27][CH2:26]1)([CH3:22])([CH3:21])[CH3:20].C(=O)([O-])[O-].[K+].[K+]. The product is [Si:23]([O:24][CH:25]1[C:33]2[C:28](=[C:29]([C:2]3[O:6][C:5]([C:7]4[CH:8]=[CH:9][C:10]([O:15][CH:16]([CH3:18])[CH3:17])=[C:11]([CH:14]=4)[C:12]#[N:13])=[N:4][CH:3]=3)[CH:30]=[CH:31][CH:32]=2)[CH2:27][CH2:26]1)([C:19]([CH3:22])([CH3:21])[CH3:20])([CH3:44])[CH3:43]. The catalyst is CC(O)C(O)C.O. (4) The reactants are [Si]([O:8][CH:9]([C:22]1[O:23][C:24]([C:27]2[CH:35]=[CH:34][C:30]([C:31]([NH2:33])=[O:32])=[CH:29][CH:28]=2)=[CH:25][N:26]=1)[CH2:10][CH2:11][CH2:12][CH2:13][CH2:14][CH2:15][C:16]1[CH:21]=[CH:20][CH:19]=[CH:18][CH:17]=1)(C(C)(C)C)(C)C.[Si](OC(C1OC([Sn](CCCC)(CCCC)CCCC)=CN=1)CCCCCCC1C=CC=CC=1)(C(C)(C)C)(C)C.BrC1C=CC(C(N)=O)=CC=1. No catalyst specified. The product is [C:16]1([CH2:15][CH2:14][CH2:13][CH2:12][CH2:11][CH2:10][C:9]([C:22]2[O:23][C:24]([C:27]3[CH:28]=[CH:29][C:30]([C:31]([NH2:33])=[O:32])=[CH:34][CH:35]=3)=[CH:25][N:26]=2)=[O:8])[CH:17]=[CH:18][CH:19]=[CH:20][CH:21]=1. The yield is 0.830. (5) The reactants are Cl.[CH3:2][O:3][CH2:4][CH2:5][C:6]([NH2:8])=[NH:7].BrBr.C[O-].[Na+].[S-:14][C:15]#[N:16].[K+]. The catalyst is CO. The product is [CH3:2][O:3][CH2:4][CH2:5][C:6]1[N:8]=[C:15]([NH2:16])[S:14][N:7]=1. The yield is 0.740.